Task: Regression. Given two drug SMILES strings and cell line genomic features, predict the synergy score measuring deviation from expected non-interaction effect.. Dataset: NCI-60 drug combinations with 297,098 pairs across 59 cell lines Drug 1: C1=CC(=CC=C1CCC2=CNC3=C2C(=O)NC(=N3)N)C(=O)NC(CCC(=O)O)C(=O)O. Drug 2: C#CCC(CC1=CN=C2C(=N1)C(=NC(=N2)N)N)C3=CC=C(C=C3)C(=O)NC(CCC(=O)O)C(=O)O. Cell line: OVCAR-4. Synergy scores: CSS=35.1, Synergy_ZIP=3.04, Synergy_Bliss=2.03, Synergy_Loewe=1.80, Synergy_HSA=1.83.